From a dataset of Catalyst prediction with 721,799 reactions and 888 catalyst types from USPTO. Predict which catalyst facilitates the given reaction. (1) Reactant: Cl.C[N:3](C)CCCN=C=NCC.[NH2:13][CH2:14][CH2:15][CH2:16][CH2:17][CH2:18][CH2:19][CH2:20][CH2:21][CH2:22][N:23]1[CH2:28][CH2:27][CH:26]([O:29][C:30](=[O:44])[NH:31][C:32]2[CH:37]=[CH:36][CH:35]=[CH:34][C:33]=2[C:38]2[CH:43]=[CH:42][CH:41]=[CH:40][CH:39]=2)[CH2:25][CH2:24]1.[Cl:45][C:46]1[CH:54]=[CH:53][C:49]([C:50](O)=[O:51])=[CH:48][C:47]=1[OH:55].O.ON1C2C=CC=CC=2N=N1. The catalyst class is: 120. Product: [NH3:3].[Cl:45][C:46]1[CH:54]=[CH:53][C:49]([C:50]([NH:13][CH2:14][CH2:15][CH2:16][CH2:17][CH2:18][CH2:19][CH2:20][CH2:21][CH2:22][N:23]2[CH2:28][CH2:27][CH:26]([O:29][C:30](=[O:44])[NH:31][C:32]3[CH:37]=[CH:36][CH:35]=[CH:34][C:33]=3[C:38]3[CH:43]=[CH:42][CH:41]=[CH:40][CH:39]=3)[CH2:25][CH2:24]2)=[O:51])=[CH:48][C:47]=1[OH:55]. (2) Reactant: F[P-](F)(F)(F)(F)F.[N:8]1(OC(N(C)C)=[N+](C)C)[C:12]2[CH:13]=[CH:14][CH:15]=[CH:16][C:11]=2N=N1.NC1C=CC=CC=1.[C:32]([CH2:34][CH2:35][CH2:36][CH2:37][CH2:38][CH:39]([C:43]1[S:47][N:46]=[C:45]([CH3:48])[N:44]=1)[C:40](O)=[O:41])#[N:33].C(N(CC)CC)C. Product: [C:12]1([NH:8][C:40](=[O:41])[CH:39]([C:43]2[S:47][N:46]=[C:45]([CH3:48])[N:44]=2)[CH2:38][CH2:37][CH2:36][CH2:35][CH2:34][C:32]#[N:33])[CH:11]=[CH:16][CH:15]=[CH:14][CH:13]=1. The catalyst class is: 4. (3) Reactant: [Cl:1][C:2]1[N:7]=[C:6]([C:8]2[NH:9][C:10]3[C:15]([CH:16]=2)=[CH:14][C:13]([F:17])=[CH:12][CH:11]=3)[C:5]([NH2:18])=[CH:4][CH:3]=1.[CH2:19](OC(OCC)OCC)C.Cl.CO. Product: [Cl:1][C:2]1[CH:3]=[CH:4][C:5]2[N:18]=[CH:19][N:9]3[C:10]4[CH:11]=[CH:12][C:13]([F:17])=[CH:14][C:15]=4[CH:16]=[C:8]3[C:6]=2[N:7]=1. The catalyst class is: 6. (4) Reactant: C[O:2][C:3](=[O:26])[C:4](C)(C)[CH2:5][CH2:6][CH2:7][CH2:8][N:9]([CH2:17][C:18]1[CH:23]=[CH:22][CH:21]=[CH:20][CH:19]=1)[C:10]([O:12][C:13]([CH3:16])([CH3:15])[CH3:14])=[O:11].O[Li].O. Product: [CH2:17]([N:9]([C:10]([O:12][C:13]([CH3:16])([CH3:15])[CH3:14])=[O:11])[CH2:8][CH2:7][CH2:6][CH2:5][CH2:4][C:3]([OH:26])=[O:2])[C:18]1[CH:19]=[CH:20][CH:21]=[CH:22][CH:23]=1. The catalyst class is: 87. (5) Reactant: O[CH2:2][C:3]1[S:7][C:6]([C:8]2[CH:15]=[CH:14][CH:13]=[CH:12][C:9]=2[C:10]#[N:11])=[CH:5][CH:4]=1.[Br-:16].[Br-].[Br-].P. Product: [Br:16][CH2:2][C:3]1[S:7][C:6]([C:8]2[CH:15]=[CH:14][CH:13]=[CH:12][C:9]=2[C:10]#[N:11])=[CH:5][CH:4]=1. The catalyst class is: 11. (6) Reactant: [OH-].[K+].[N:3]1[CH:4]=[C:5](/[CH:12]=[CH:13]/[C:14]([O:16]CC)=[O:15])[N:6]2[CH:11]=[CH:10][CH:9]=[CH:8][C:7]=12. Product: [N:3]1[CH:4]=[C:5](/[CH:12]=[CH:13]/[C:14]([OH:16])=[O:15])[N:6]2[CH:11]=[CH:10][CH:9]=[CH:8][C:7]=12. The catalyst class is: 301.